The task is: Predict the reactants needed to synthesize the given product.. This data is from Full USPTO retrosynthesis dataset with 1.9M reactions from patents (1976-2016). (1) Given the product [C:1]([O:5][C:6]([N:8]1[CH2:12][CH2:11][CH2:10][C@H:9]1[CH2:13][NH:14][C:15]1[CH:20]=[CH:19][C:18]([C:21]2[CH:26]=[CH:25][CH:24]=[CH:23][CH:22]=2)=[CH:17][C:16]=1[O:27][C:28]1[CH:33]=[CH:32][C:31]([C:34]([OH:36])=[O:35])=[CH:30][CH:29]=1)=[O:7])([CH3:4])([CH3:2])[CH3:3], predict the reactants needed to synthesize it. The reactants are: [C:1]([O:5][C:6]([N:8]1[CH2:12][CH2:11][CH2:10][C@H:9]1[CH2:13][NH:14][C:15]1[CH:20]=[CH:19][C:18]([C:21]2[CH:26]=[CH:25][CH:24]=[CH:23][CH:22]=2)=[CH:17][C:16]=1[O:27][C:28]1[CH:33]=[CH:32][C:31]([C:34]([O:36]C)=[O:35])=[CH:30][CH:29]=1)=[O:7])([CH3:4])([CH3:3])[CH3:2].[OH-].[Na+]. (2) Given the product [CH2:23]([C:25]1[CH:29]=[C:28]([CH2:30][NH:31][C:2]2[C:3](=[O:22])[N:4]([CH3:21])[N:5]=[C:6]([O:8][CH2:9][C@H:10]3[CH2:12][C@@H:11]3[C:13]3[CH:18]=[CH:17][C:16]([O:19][CH3:20])=[CH:15][N:14]=3)[CH:7]=2)[N:27]([CH3:32])[N:26]=1)[CH3:24], predict the reactants needed to synthesize it. The reactants are: Br[C:2]1[C:3](=[O:22])[N:4]([CH3:21])[N:5]=[C:6]([O:8][CH2:9][C@H:10]2[CH2:12][C@@H:11]2[C:13]2[CH:18]=[CH:17][C:16]([O:19][CH3:20])=[CH:15][N:14]=2)[CH:7]=1.[CH2:23]([C:25]1[CH:29]=[C:28]([CH2:30][NH2:31])[N:27]([CH3:32])[N:26]=1)[CH3:24].C1C=CC(P(C2C(C3C(P(C4C=CC=CC=4)C4C=CC=CC=4)=CC=C4C=3C=CC=C4)=C3C(C=CC=C3)=CC=2)C2C=CC=CC=2)=CC=1.CC([O-])(C)C.[Na+]. (3) Given the product [CH:31]1([CH2:30][N:22]([C:11]2[N:12]=[C:13]([NH:14][CH2:15][CH:16]3[CH2:21][CH2:20][O:19][CH2:18][CH2:17]3)[C:8]3[N:9]([C:5]([C:46]4[CH:45]=[CH:44][C:43]([C:41]([CH:2]5[CH2:1][CH2:58]5)=[O:42])=[CH:48][CH:47]=4)=[CH:6][N:7]=3)[CH:10]=2)[C:23](=[O:29])[O:24][C:25]([CH3:27])([CH3:26])[CH3:28])[CH2:36][CH2:35][CH2:34][CH2:33][CH2:32]1, predict the reactants needed to synthesize it. The reactants are: [CH2:1](O)[CH3:2].Br[C:5]1[N:9]2[CH:10]=[C:11]([N:22]([CH2:30][CH:31]3[CH2:36][CH2:35][CH2:34][CH2:33][CH2:32]3)[C:23](=[O:29])[O:24][C:25]([CH3:28])([CH3:27])[CH3:26])[N:12]=[C:13]([NH:14][CH2:15][CH:16]3[CH2:21][CH2:20][O:19][CH2:18][CH2:17]3)[C:8]2=[N:7][CH:6]=1.C1(N[C:41]([C:43]2[CH:48]=[CH:47][C:46](B3OC(C)(C)C(C)(C)O3)=[CH:45][CH:44]=2)=[O:42])CC1.[C:58](=O)([O-])O.[Na+]. (4) Given the product [C:1]([O:5][C:6](=[O:7])[NH:8][C@H:9]([C@@H:25]1[CH2:29][C@@H:28]([CH3:30])[C:27](=[O:31])[O:26]1)[CH2:10][C:11]1[CH:16]=[CH:15][CH:14]=[C:13]([CH2:34][CH:33]=[CH2:32])[CH:12]=1)([CH3:3])([CH3:4])[CH3:2], predict the reactants needed to synthesize it. The reactants are: [C:1]([O:5][C:6]([NH:8][C@H:9]([C@@H:25]1[CH2:29][C@@H:28]([CH3:30])[C:27](=[O:31])[O:26]1)[CH2:10][C:11]1[CH:12]=[C:13](OS(C(F)(F)F)(=O)=O)[CH:14]=[CH:15][CH:16]=1)=[O:7])([CH3:4])([CH3:3])[CH3:2].[CH2:32]([Sn](CCCC)(CCCC)CCCC)[CH2:33][CH:34]=C.[Cl-].[Li+]. (5) Given the product [F:28][C:18]1[C:19]([C:20]([O:22][CH3:23])=[O:21])=[CH:24][C:25]([O:26][CH3:27])=[C:16]2[C:17]=1[CH:29]=[CH:30][NH:15]2, predict the reactants needed to synthesize it. The reactants are: ClC1C(C(OC)=O)=CC=C2C=1C=CN2.[NH2:15][C:16]1[C:25]([O:26][CH3:27])=[CH:24][C:19]([C:20]([O:22][CH3:23])=[O:21])=[C:18]([F:28])[C:17]=1[C:29]#[CH:30]. (6) Given the product [CH:1]1([CH2:4][O:5][C:6]2[CH:14]=[CH:13][C:9]3[O:10][CH2:11][O:12][C:8]=3[C:7]=2[C:15]2[C:16]3[NH:23][CH:22]=[C:21]([C:24]([NH:28][C@@H:29]([C@H:59]([OH:61])[CH3:60])[C:30]([N:32]4[CH2:37][CH2:36][CH:35]([N:38]5[N:47]=[C:46]([C:48]6[CH:53]=[CH:52][C:51]([O:54][CH3:55])=[C:50]([O:56][CH3:57])[CH:49]=6)[C@@H:45]6[C@@H:40]([CH2:41][CH2:42][CH2:43][CH2:44]6)[C:39]5=[O:58])[CH2:34][CH2:33]4)=[O:31])=[O:26])[C:17]=3[N:18]=[CH:19][N:20]=2)[CH2:2][CH2:3]1, predict the reactants needed to synthesize it. The reactants are: [CH:1]1([CH2:4][O:5][C:6]2[CH:14]=[CH:13][C:9]3[O:10][CH2:11][O:12][C:8]=3[C:7]=2[C:15]2[C:16]3[NH:23][CH:22]=[C:21]([C:24]([OH:26])=O)[C:17]=3[N:18]=[CH:19][N:20]=2)[CH2:3][CH2:2]1.Cl.[NH2:28][C@@H:29]([C@H:59]([OH:61])[CH3:60])[C:30]([N:32]1[CH2:37][CH2:36][CH:35]([N:38]2[N:47]=[C:46]([C:48]3[CH:53]=[CH:52][C:51]([O:54][CH3:55])=[C:50]([O:56][CH3:57])[CH:49]=3)[C@@H:45]3[C@@H:40]([CH2:41][CH2:42][CH2:43][CH2:44]3)[C:39]2=[O:58])[CH2:34][CH2:33]1)=[O:31].CN(C(ON1N=NC2C=CC=CC1=2)=[N+](C)C)C.F[P-](F)(F)(F)(F)F.CCN(C(C)C)C(C)C.C(=O)(O)[O-].[Na+]. (7) Given the product [CH2:13]([N:20]1[CH2:25][CH2:24][CH2:23][C:22]2([CH2:26][N:27]([C:2]3[CH:8]=[C:7]([N+:9]([O-:11])=[O:10])[C:5]([NH2:6])=[C:4]([CH3:12])[CH:3]=3)[CH2:28][CH2:29][CH2:30]2)[CH2:21]1)[C:14]1[CH:15]=[CH:16][CH:17]=[CH:18][CH:19]=1, predict the reactants needed to synthesize it. The reactants are: I[C:2]1[CH:8]=[C:7]([N+:9]([O-:11])=[O:10])[C:5]([NH2:6])=[C:4]([CH3:12])[CH:3]=1.[CH2:13]([N:20]1[CH2:25][CH2:24][CH2:23][C:22]2([CH2:30][CH2:29][CH2:28][NH:27][CH2:26]2)[CH2:21]1)[C:14]1[CH:19]=[CH:18][CH:17]=[CH:16][CH:15]=1.C(O)CO.[O-]P([O-])([O-])=O.[K+].[K+].[K+]. (8) Given the product [CH3:2][O:3][C:4]([C@@H:6]1[CH2:11][CH2:10][CH:9]=[CH:8][C@@H:7]1[NH:12][CH2:18][C:17]1[CH:20]=[CH:21][C:14]([F:13])=[CH:15][CH:16]=1)=[O:5], predict the reactants needed to synthesize it. The reactants are: Cl.[CH3:2][O:3][C:4]([C@@H:6]1[CH2:11][CH2:10][CH:9]=[CH:8][C@@H:7]1[NH2:12])=[O:5].[F:13][C:14]1[CH:21]=[CH:20][C:17]([CH:18]=O)=[CH:16][CH:15]=1.C([O-])(=O)C.[Na+].C([BH3-])#N.[Na+].C(=O)(O)[O-].[Na+]. (9) Given the product [CH2:27]1[C:28]2[C:33](=[CH:32][CH:31]=[CH:30][CH:29]=2)[CH2:34][CH2:35][N:26]1[CH2:25][CH:24]([OH:36])[CH2:23][NH:22][C:16](=[O:18])[C:15]1[CH:19]=[CH:20][CH:21]=[C:13]([CH:9]2[CH2:10][CH2:11][CH2:12][NH:8]2)[CH:14]=1, predict the reactants needed to synthesize it. The reactants are: C(OC([N:8]1[CH2:12][CH2:11][CH2:10][CH:9]1[C:13]1[CH:14]=[C:15]([CH:19]=[CH:20][CH:21]=1)[C:16]([OH:18])=O)=O)(C)(C)C.[NH2:22][CH2:23][CH:24]([OH:36])[CH2:25][N:26]1[CH2:35][CH2:34][C:33]2[C:28](=[CH:29][CH:30]=[CH:31][CH:32]=2)[CH2:27]1.C1N(P(Cl)(N2C(=O)OCC2)=O)C(=O)OC1.CCN(C(C)C)C(C)C. (10) Given the product [NH2:4][C:5]([CH:26]1[CH2:31][CH2:30][N:29]([CH2:32][C:33]2[CH:38]=[CH:37][CH:36]=[CH:35][CH:34]=2)[CH2:28][CH2:27]1)([CH2:13][CH2:14][CH2:15][CH2:16][B:17]([OH:21])[OH:18])[C:6]([OH:39])=[O:7], predict the reactants needed to synthesize it. The reactants are: C([NH:4][C:5]([CH:26]1[CH2:31][CH2:30][N:29]([CH2:32][C:33]2[CH:38]=[CH:37][CH:36]=[CH:35][CH:34]=2)[CH2:28][CH2:27]1)([CH2:13][CH2:14][CH2:15][CH2:16][B:17]1[O:21]C(C)(C)C(C)(C)[O:18]1)[C:6](NC(C)(C)C)=[O:7])(=O)C.[OH2:39].